This data is from Forward reaction prediction with 1.9M reactions from USPTO patents (1976-2016). The task is: Predict the product of the given reaction. (1) Given the reactants [H-].[Na+].[CH2:3](P([O-])(=O)[O-])[P:4]([O:9][CH2:10][CH3:11])(=[O:8])[O:5][CH2:6][CH3:7].C([N:23]1[CH2:28][CH2:27][C:26](=O)[CH2:25][CH2:24]1)C1C=CC=CC=1, predict the reaction product. The product is: [NH:23]1[CH2:28][CH2:27][CH:26]([CH2:3][P:4](=[O:8])([O:9][CH2:10][CH3:11])[O:5][CH2:6][CH3:7])[CH2:25][CH2:24]1. (2) Given the reactants [CH3:1][O:2][C:3]1[C:8]2[C:9]([C:30]3[CH:35]=[CH:34][CH:33]=[CH:32][CH:31]=3)=[C:10]([C:12]3[CH:17]=[CH:16][C:15]([C:18]4([NH:22]C(=O)OC(C)(C)C)[CH2:21][CH2:20][CH2:19]4)=[CH:14][CH:13]=3)[O:11][C:7]=2[CH:6]=[CH:5][N:4]=1.C(O)(C(F)(F)F)=O, predict the reaction product. The product is: [CH3:1][O:2][C:3]1[C:8]2[C:9]([C:30]3[CH:35]=[CH:34][CH:33]=[CH:32][CH:31]=3)=[C:10]([C:12]3[CH:13]=[CH:14][C:15]([C:18]4([NH2:22])[CH2:19][CH2:20][CH2:21]4)=[CH:16][CH:17]=3)[O:11][C:7]=2[CH:6]=[CH:5][N:4]=1. (3) Given the reactants Cl.[CH:2]1([NH:8][CH:9]2[CH2:11][CH2:10]2)[CH2:7][CH2:6][CH2:5][CH2:4][CH2:3]1.C(=O)([O-])[O-].[K+].[K+].[Br:18][CH2:19][C:20](Br)=[O:21], predict the reaction product. The product is: [Br:18][CH2:19][C:20]([N:8]([CH:2]1[CH2:7][CH2:6][CH2:5][CH2:4][CH2:3]1)[CH:9]1[CH2:11][CH2:10]1)=[O:21]. (4) Given the reactants [NH2:1][CH:2]1[C:14](=[O:15])[N:4]2[C:5]([C:11]([OH:13])=[O:12])=[C:6]([CH2:9][OH:10])[CH2:7][S:8][C@H:3]12.NC(N)=N.[O:20]1[CH:24]=[CH:23][CH:22]=[C:21]1/[C:25](=[N:29]/[O:30][CH3:31])/[C:26](O)=[O:27], predict the reaction product. The product is: [O:20]1[CH:24]=[CH:23][CH:22]=[C:21]1/[C:25](=[N:29]/[O:30][CH3:31])/[C:26]([NH:1][CH:2]1[C:14](=[O:15])[N:4]2[C:5]([C:11]([OH:13])=[O:12])=[C:6]([CH2:9][OH:10])[CH2:7][S:8][C@H:3]12)=[O:27]. (5) The product is: [C:10]([O:14][C:15]([N:17]1[CH2:21][CH2:20][CH2:19][C@H:18]1[CH2:22][CH:1]=[CH2:2])=[O:16])([CH3:13])([CH3:11])[CH3:12]. Given the reactants [CH:1]([Mg]Br)=[CH2:2].O1CCCC1.[C:10]([O:14][C:15]([N:17]1[CH2:21][CH2:20][CH2:19][C@H:18]1[CH2:22]I)=[O:16])([CH3:13])([CH3:12])[CH3:11].[NH4+].[Cl-], predict the reaction product. (6) The product is: [NH2:1][C:2]1[C:9]([O:10][CH3:11])=[C:8]([F:12])[C:7]([C:15]2[CH:20]=[CH:19][CH:18]=[CH:17][CH:16]=2)=[C:6]([CH3:14])[C:3]=1[C:4]#[N:5]. Given the reactants [NH2:1][C:2]1[C:9]([O:10][CH3:11])=[C:8]([F:12])[C:7](Br)=[C:6]([CH3:14])[C:3]=1[C:4]#[N:5].[C:15]1(B(O)O)[CH:20]=[CH:19][CH:18]=[CH:17][CH:16]=1.P([O-])([O-])([O-])=O.[K+].[K+].[K+], predict the reaction product. (7) Given the reactants [Cl:1][C:2]1[CH:10]=[C:9]2[C:5]([CH:6]=[CH:7][N:8]2[CH2:11][C:12]([OH:14])=O)=[CH:4][CH:3]=1.CN(C(ON1N=NC2C=CC=NC1=2)=[N+](C)C)C.F[P-](F)(F)(F)(F)F.[OH:39][C:40]1([C:46]2[CH:51]=[CH:50][C:49]([S:52]([NH:55][C:56]3[S:57][CH:58]=[CH:59][N:60]=3)(=[O:54])=[O:53])=[CH:48][CH:47]=2)[CH2:45][CH2:44][NH:43][CH2:42][CH2:41]1.C([O-])(O)=O.[Na+], predict the reaction product. The product is: [Cl:1][C:2]1[CH:10]=[C:9]2[C:5]([CH:6]=[CH:7][N:8]2[CH2:11][C:12]([N:43]2[CH2:42][CH2:41][C:40]([C:46]3[CH:51]=[CH:50][C:49]([S:52]([NH:55][C:56]4[S:57][CH:58]=[CH:59][N:60]=4)(=[O:53])=[O:54])=[CH:48][CH:47]=3)([OH:39])[CH2:45][CH2:44]2)=[O:14])=[CH:4][CH:3]=1.